The task is: Predict the reaction yield, written as a fraction of the theoretical maximum amount of product (1.0 means a 100% yield; for example, 0.34 means a 34% yield).. This data is from Reaction yield outcomes from USPTO patents with 853,638 reactions. (1) The reactants are [O:1]1[CH2:5][CH2:4][N:3]([C:6]([O:8][CH3:9])=[O:7])[S:2]1=[O:10].[OH2:11]. The catalyst is C(#N)C. The product is [O:1]1[CH2:5][CH2:4][N:3]([C:6]([O:8][CH3:9])=[O:7])[S:2]1(=[O:11])=[O:10]. The yield is 0.750. (2) The reactants are [Cl:1]C(OC(Cl)C)=O.C([N:21]1[CH2:24][CH:23]([O:25][CH2:26][CH2:27][CH2:28][CH3:29])[CH2:22]1)(C1C=CC=CC=1)C1C=CC=CC=1.CO. The catalyst is ClCCCl. The product is [ClH:1].[CH2:26]([O:25][CH:23]1[CH2:24][NH:21][CH2:22]1)[CH2:27][CH2:28][CH3:29]. The yield is 0.860. (3) The reactants are Br[C:2]1[CH:7]=[CH:6][CH:5]=[CH:4][CH:3]=1.[NH:8]1[CH2:13][CH2:12][CH2:11][CH2:10][CH2:9]1. The catalyst is C1(C)C=CC=CC=1. The product is [C:2]1([N:8]2[CH2:13][CH2:12][CH2:11][CH2:10][CH2:9]2)[CH:7]=[CH:6][CH:5]=[CH:4][CH:3]=1. The yield is 0.420. (4) The reactants are Cl[C:2]1[N:7]=[N:6][C:5]2[O:8][CH:9]([CH2:12][OH:13])[CH2:10][O:11][C:4]=2[CH:3]=1.[CH:14](B1OB(C=C)OB(C=C)O1)=[CH2:15].N1C=CC=CC=1.O. The catalyst is COCCOC.C1C=CC([P]([Pd]([P](C2C=CC=CC=2)(C2C=CC=CC=2)C2C=CC=CC=2)([P](C2C=CC=CC=2)(C2C=CC=CC=2)C2C=CC=CC=2)[P](C2C=CC=CC=2)(C2C=CC=CC=2)C2C=CC=CC=2)(C2C=CC=CC=2)C2C=CC=CC=2)=CC=1.C(OCC)(=O)C. The product is [CH:14]([C:2]1[N:7]=[N:6][C:5]2[O:8][CH:9]([CH2:12][OH:13])[CH2:10][O:11][C:4]=2[CH:3]=1)=[CH2:15]. The yield is 0.670.